This data is from Forward reaction prediction with 1.9M reactions from USPTO patents (1976-2016). The task is: Predict the product of the given reaction. (1) Given the reactants C[Mg]Br.O1CCC[CH2:5]1.[O:9]=[C:10]1[CH2:13][N:12]([C:14]([O:16][C:17]([CH3:20])([CH3:19])[CH3:18])=[O:15])[CH2:11]1.[Cl-].[NH4+], predict the reaction product. The product is: [OH:9][C:10]1([CH3:5])[CH2:13][N:12]([C:14]([O:16][C:17]([CH3:20])([CH3:19])[CH3:18])=[O:15])[CH2:11]1. (2) Given the reactants N1[C:6]([CH3:7])=[CH:5][CH:4]=[CH:3][C:2]=1[CH3:8].C1C[O:12][CH2:11]C1, predict the reaction product. The product is: [CH3:8][CH:2]1[CH2:7][CH2:6][CH:5]([CH:11]=[O:12])[CH2:4][CH2:3]1.